Dataset: Catalyst prediction with 721,799 reactions and 888 catalyst types from USPTO. Task: Predict which catalyst facilitates the given reaction. (1) Reactant: [F:1][C:2]1[C:3]([CH3:12])=[C:4]([CH2:9]C#N)[CH:5]=[CH:6][C:7]=1[F:8].OS(O)(=O)=O.O.[C:19]([O-:22])([O-])=[O:20].[Na+].[Na+]. Product: [F:1][C:2]1[C:3]([CH3:12])=[C:4]([CH2:9][C:19]([OH:22])=[O:20])[CH:5]=[CH:6][C:7]=1[F:8]. The catalyst class is: 15. (2) Reactant: [N+:1]([C:4]1[CH:25]=[CH:24][C:7]([CH2:8][O:9][C:10]([NH:12][CH2:13][C:14]([C:16]2[N:17]=[CH:18][N:19]3[CH:23]=[CH:22][S:21][C:20]=23)=[O:15])=[O:11])=[CH:6][CH:5]=1)([O-:3])=[O:2].[CH2:26]([Sn:30](Cl)([CH2:35][CH2:36][CH2:37][CH3:38])[CH2:31][CH2:32][CH2:33][CH3:34])[CH2:27][CH2:28][CH3:29].C[Si]([N-][Si](C)(C)C)(C)C.[Li+].C(OCC)(=O)C. Product: [N+:1]([C:4]1[CH:25]=[CH:24][C:7]([CH2:8][O:9][C:10]([NH:12][CH2:13][C:14]([C:16]2[N:17]=[CH:18][N:19]3[CH:23]=[C:22]([Sn:30]([CH2:31][CH2:32][CH2:33][CH3:34])([CH2:35][CH2:36][CH2:37][CH3:38])[CH2:26][CH2:27][CH2:28][CH3:29])[S:21][C:20]=23)=[O:15])=[O:11])=[CH:6][CH:5]=1)([O-:3])=[O:2]. The catalyst class is: 220.